Dataset: Reaction yield outcomes from USPTO patents with 853,638 reactions. Task: Predict the reaction yield, written as a fraction of the theoretical maximum amount of product (1.0 means a 100% yield; for example, 0.34 means a 34% yield). The reactants are Cl.[CH3:2][O:3][C:4](=[O:10])[C@@H:5]([CH:7]([CH3:9])[CH3:8])[NH2:6].C(N(CC)CC)C.[CH2:18]([S:21][C:22]1[O:23][C:24]2[CH:30]=[C:29]([S:31](Cl)(=[O:33])=[O:32])[CH:28]=[CH:27][C:25]=2[N:26]=1)[CH2:19][CH3:20]. The catalyst is ClCCl. The product is [CH3:2][O:3][C:4](=[O:10])[C@H:5]([NH:6][S:31]([C:29]1[CH:28]=[CH:27][C:25]2[N:26]=[C:22]([S:21][CH2:18][CH2:19][CH3:20])[O:23][C:24]=2[CH:30]=1)(=[O:32])=[O:33])[CH:7]([CH3:9])[CH3:8]. The yield is 0.670.